This data is from HIV replication inhibition screening data with 41,000+ compounds from the AIDS Antiviral Screen. The task is: Binary Classification. Given a drug SMILES string, predict its activity (active/inactive) in a high-throughput screening assay against a specified biological target. (1) The compound is CC12CCC(OC3OC(CO)C(OC4OC(CO)C(O)C(O)C4O)C(O)C3O)CC1CCC1C2CCC2(C)C(C3=CC(=O)OC3)CCC12O. The result is 0 (inactive). (2) The compound is COc1ccc(S(=O)(=O)OC)cc1C(=O)c1cc(S(=O)(=O)OC)ccc1OC. The result is 0 (inactive).